Task: Regression. Given a peptide amino acid sequence and an MHC pseudo amino acid sequence, predict their binding affinity value. This is MHC class II binding data.. Dataset: Peptide-MHC class II binding affinity with 134,281 pairs from IEDB (1) The peptide sequence is TDDNEEPIAPYHFDLSGHAF. The MHC is DRB4_0101 with pseudo-sequence DRB4_0103. The binding affinity (normalized) is 0.984. (2) The peptide sequence is LIRKKLMTSPKWVQM. The MHC is DRB1_0101 with pseudo-sequence DRB1_0101. The binding affinity (normalized) is 0.958.